From a dataset of Forward reaction prediction with 1.9M reactions from USPTO patents (1976-2016). Predict the product of the given reaction. Given the reactants F[C:2]1[C:7]([C:8]2[N:9]=[CH:10][C:11]3[C:12]4[N:26]([CH:27]5[CH2:32][CH2:31][CH2:30][CH2:29][O:28]5)[N:25]=[CH:24][C:13]=4[C:14](=[O:23])[N:15]([CH2:18][C:19]([F:22])([F:21])[F:20])[C:16]=3[CH:17]=2)=[CH:6][CH:5]=[CH:4][N:3]=1.[NH:33]1[CH2:37][CH2:36][CH2:35][CH2:34]1, predict the reaction product. The product is: [N:33]1([C:2]2[C:7]([C:8]3[N:9]=[CH:10][C:11]4[C:12]5[N:26]([CH:27]6[CH2:32][CH2:31][CH2:30][CH2:29][O:28]6)[N:25]=[CH:24][C:13]=5[C:14](=[O:23])[N:15]([CH2:18][C:19]([F:22])([F:21])[F:20])[C:16]=4[CH:17]=3)=[CH:6][CH:5]=[CH:4][N:3]=2)[CH2:37][CH2:36][CH2:35][CH2:34]1.